From a dataset of Forward reaction prediction with 1.9M reactions from USPTO patents (1976-2016). Predict the product of the given reaction. (1) The product is: [C:1]([C:4]1[CH:5]=[CH:6][C:7]([CH:13]2[CH2:17][CH2:16][CH:15]([NH:18][C:19](=[O:25])[O:20][C:21]([CH3:23])([CH3:22])[CH3:24])[CH2:14]2)=[C:8]2[C:12]=1[NH:11][CH:10]=[CH:9]2)(=[O:3])[NH2:2]. Given the reactants [C:1]([C:4]1[CH:5]=[CH:6][C:7]([C:13]2[CH2:17][CH2:16][CH:15]([NH:18][C:19](=[O:25])[O:20][C:21]([CH3:24])([CH3:23])[CH3:22])[CH:14]=2)=[C:8]2[C:12]=1[NH:11][CH:10]=[CH:9]2)(=[O:3])[NH2:2].C(C1C=CC(C2CC(NC(=O)OC(C)(C)C)CC=2)=C2C=1NC=C2)(=O)N, predict the reaction product. (2) The product is: [CH3:28][N:22]1[CH:23]=[C:24]([C:25]([NH2:4])=[O:26])[CH:20]=[N:21]1. Given the reactants BrC1C=[N:4]C(CCN)=NC=1.C(N(CC)CC)C.FC(F)[C:20]1[C:24]([C:25](Cl)=[O:26])=[CH:23][N:22]([CH3:28])[N:21]=1, predict the reaction product. (3) Given the reactants [BH4-].[Na+].[CH3:3][O:4][C:5]1[CH:10]=[CH:9][C:8]([N:11]2[CH2:16][CH2:15][N:14]([C:17]3[C:18]([CH3:31])=[C:19]([CH3:30])[C:20]4[O:24][C:23]([CH3:26])([CH3:25])[C:22](=[O:27])[C:21]=4[C:28]=3[CH3:29])[CH2:13][CH2:12]2)=[CH:7][CH:6]=1.CO, predict the reaction product. The product is: [CH3:3][O:4][C:5]1[CH:6]=[CH:7][C:8]([N:11]2[CH2:12][CH2:13][N:14]([C:17]3[C:18]([CH3:31])=[C:19]([CH3:30])[C:20]4[O:24][C:23]([CH3:26])([CH3:25])[CH:22]([OH:27])[C:21]=4[C:28]=3[CH3:29])[CH2:15][CH2:16]2)=[CH:9][CH:10]=1. (4) The product is: [NH2:1][C:2]1[CH:10]=[C:9]([N:11]2[C:15]3=[N:16][CH:17]=[CH:18][C:19]([N:41]4[CH:42]=[C:38]([C:34]5[CH:33]=[N:32][CH:37]=[CH:36][CH:35]=5)[N:39]=[CH:40]4)=[C:14]3[C:13]([C:21]([F:24])([F:23])[F:22])=[N:12]2)[CH:8]=[CH:7][C:3]=1[C:4]([NH2:6])=[O:5]. Given the reactants [NH2:1][C:2]1[CH:10]=[C:9]([N:11]2[C:15]3=[N:16][CH:17]=[CH:18][C:19](I)=[C:14]3[C:13]([C:21]([F:24])([F:23])[F:22])=[N:12]2)[CH:8]=[CH:7][C:3]=1[C:4]([NH2:6])=[O:5].C(=O)([O-])[O-].[K+].[K+].Cl.[N:32]1[CH:37]=[CH:36][CH:35]=[C:34]([C:38]2[N:39]=[CH:40][NH:41][CH:42]=2)[CH:33]=1, predict the reaction product. (5) The product is: [F:1][C:2]1[N:6]([CH3:7])[N:5]=[C:4]([CH3:8])[C:3]=1[C:9]([NH2:12])=[O:10]. Given the reactants [F:1][C:2]1[N:6]([CH3:7])[N:5]=[C:4]([CH3:8])[C:3]=1[C:9](Cl)=[O:10].[NH3:12].C([O-])([O-])=O.[K+].[K+].[Cl-].[Na+], predict the reaction product. (6) Given the reactants [C:1]([O:5][C:6]([N:8]1[CH2:15][C@H:14]([OH:16])[CH2:13][C@H:9]1[C:10]([OH:12])=O)=[O:7])([CH3:4])([CH3:3])[CH3:2].Cl.[F:18][C@H:19]1[C@@H:23]([F:24])[CH2:22][NH:21][CH2:20]1, predict the reaction product. The product is: [F:18][C@H:19]1[C@@H:23]([F:24])[CH2:22][N:21]([C:10]([C@@H:9]2[CH2:13][C@@H:14]([OH:16])[CH2:15][N:8]2[C:6]([O:5][C:1]([CH3:2])([CH3:3])[CH3:4])=[O:7])=[O:12])[CH2:20]1.